The task is: Regression. Given a peptide amino acid sequence and an MHC pseudo amino acid sequence, predict their binding affinity value. This is MHC class I binding data.. This data is from Peptide-MHC class I binding affinity with 185,985 pairs from IEDB/IMGT. (1) The peptide sequence is ASDDLEHWQ. The MHC is HLA-A26:01 with pseudo-sequence HLA-A26:01. The binding affinity (normalized) is 0.0847. (2) The peptide sequence is FHVNPAFVL. The MHC is HLA-B27:05 with pseudo-sequence HLA-B27:05. The binding affinity (normalized) is 0.0847. (3) The peptide sequence is ALLKNPQGI. The MHC is HLA-A02:01 with pseudo-sequence HLA-A02:01. The binding affinity (normalized) is 0.642. (4) The peptide sequence is MSDIFASEV. The MHC is HLA-B08:02 with pseudo-sequence HLA-B08:02. The binding affinity (normalized) is 0.0847. (5) The peptide sequence is KAALDLSHFL. The MHC is HLA-A03:01 with pseudo-sequence HLA-A03:01. The binding affinity (normalized) is 0. (6) The peptide sequence is RLAKLTEAI. The MHC is HLA-A11:01 with pseudo-sequence HLA-A11:01. The binding affinity (normalized) is 0.0847. (7) The peptide sequence is ELEPPFGDSY. The MHC is HLA-A26:01 with pseudo-sequence HLA-A26:01. The binding affinity (normalized) is 0.336. (8) The peptide sequence is YCDPKRYFV. The MHC is HLA-A26:01 with pseudo-sequence HLA-A26:01. The binding affinity (normalized) is 0.